This data is from Forward reaction prediction with 1.9M reactions from USPTO patents (1976-2016). The task is: Predict the product of the given reaction. (1) Given the reactants [CH2:1]([O:4][C:5](=[O:25])[CH2:6][CH2:7][C@H:8]([NH:15][C:16]([C:18]1[CH:23]=[CH:22][C:21](I)=[CH:20][CH:19]=1)=[O:17])[CH2:9][O:10][CH2:11][O:12][CH2:13][CH3:14])[CH:2]=[CH2:3].[Cu](C#N)[C:27]#[N:28], predict the reaction product. The product is: [CH2:1]([O:4][C:5](=[O:25])[CH2:6][CH2:7][C@H:8]([NH:15][C:16]([C:18]1[CH:23]=[CH:22][C:21]([C:27]#[N:28])=[CH:20][CH:19]=1)=[O:17])[CH2:9][O:10][CH2:11][O:12][CH2:13][CH3:14])[CH:2]=[CH2:3]. (2) The product is: [CH2:28]([S:35][CH:36]([CH:39]([O:40][CH3:41])[O:42][CH3:43])[CH2:37][NH:38][C:25]([C:10]1[NH:11][C:12]2[C:8]([CH:9]=1)=[CH:7][C:6]([O:5][CH2:4][CH2:3][O:2][CH3:1])=[CH:14][C:13]=2[NH:15][S:16]([C:19]1[CH:24]=[CH:23][CH:22]=[CH:21][N:20]=1)(=[O:18])=[O:17])=[O:26])[C:29]1[CH:34]=[CH:33][CH:32]=[CH:31][CH:30]=1. Given the reactants [CH3:1][O:2][CH2:3][CH2:4][O:5][C:6]1[CH:7]=[C:8]2[C:12](=[C:13]([NH:15][S:16]([C:19]3[CH:24]=[CH:23][CH:22]=[CH:21][N:20]=3)(=[O:18])=[O:17])[CH:14]=1)[NH:11][C:10]([C:25](O)=[O:26])=[CH:9]2.[CH2:28]([S:35][CH:36]([CH:39]([O:42][CH3:43])[O:40][CH3:41])[CH2:37][NH2:38])[C:29]1[CH:34]=[CH:33][CH:32]=[CH:31][CH:30]=1.N1(O)C2C=CC=CC=2N=N1.Cl.CN(C)CCCN=C=NCC, predict the reaction product.